Dataset: Peptide-MHC class I binding affinity with 185,985 pairs from IEDB/IMGT. Task: Regression. Given a peptide amino acid sequence and an MHC pseudo amino acid sequence, predict their binding affinity value. This is MHC class I binding data. (1) The peptide sequence is KPARGGSSI. The MHC is HLA-A02:01 with pseudo-sequence HLA-A02:01. The binding affinity (normalized) is 0.0847. (2) The peptide sequence is FFGPIGKL. The MHC is HLA-A02:02 with pseudo-sequence HLA-A02:02. The binding affinity (normalized) is 0.171.